This data is from Forward reaction prediction with 1.9M reactions from USPTO patents (1976-2016). The task is: Predict the product of the given reaction. (1) Given the reactants [Br:1][C:2]1[CH:3]=[C:4]([F:14])[CH:5]=[C:6]2[C:10]=1[NH:9][C:8]([C:11]([OH:13])=O)=[CH:7]2.[CH3:15][O:16]NCC1C=CC=CC=1.C1CN([P+](ON2N=N[C:44]3[CH:45]=[CH:46][CH:47]=[CH:48][C:43]2=3)(N2CCCC2)N2CCCC2)CC1.F[P-](F)(F)(F)(F)F.[CH:58]([NH:61]C(C)C)(C)C, predict the reaction product. The product is: [CH3:15][O:16][C:48]1[CH:43]=[C:44]([CH:45]=[CH:46][CH:47]=1)[CH2:58][NH:61][C:11]([C:8]1[NH:9][C:10]2[C:6]([CH:7]=1)=[CH:5][C:4]([F:14])=[CH:3][C:2]=2[Br:1])=[O:13]. (2) Given the reactants [NH2:1][C:2]1[N:7]=[CH:6][N:5]=[C:4]2[N:8]([CH:12]([C:14]3[CH:21]=[C:20]([Cl:22])[C:17]([C:18]#[N:19])=[C:16]([CH:23]4[CH2:26][NH:25][CH2:24]4)[C:15]=3[O:27][CH2:28][CH3:29])[CH3:13])[N:9]=[C:10]([CH3:11])[C:3]=12.C(=O)([O-])[O-].[K+].[K+].Br[C:37]([CH3:46])([CH3:45])[C:38]([O:40][C:41]([CH3:44])([CH3:43])[CH3:42])=[O:39].O, predict the reaction product. The product is: [NH2:1][C:2]1[N:7]=[CH:6][N:5]=[C:4]2[N:8]([CH:12]([C:14]3[C:15]([O:27][CH2:28][CH3:29])=[C:16]([CH:23]4[CH2:24][N:25]([C:37]([CH3:46])([CH3:45])[C:38]([O:40][C:41]([CH3:44])([CH3:43])[CH3:42])=[O:39])[CH2:26]4)[C:17]([C:18]#[N:19])=[C:20]([Cl:22])[CH:21]=3)[CH3:13])[N:9]=[C:10]([CH3:11])[C:3]=12. (3) Given the reactants [OH-].[Li+].C[C:4]1[N:5]([C:16]2[C:17]3[CH2:30][CH2:29][CH2:28][C:18]=3[N:19]=[C:20]([C:22]3[S:23][C:24]([Cl:27])=[CH:25][CH:26]=3)[N:21]=2)[C:6]2[C:11]([CH:12]=1)=[CH:10][C:9]([C:13]([OH:15])=[O:14])=[CH:8][CH:7]=2.C1COCC1.Cl, predict the reaction product. The product is: [Cl:27][C:24]1[S:23][C:22]([C:20]2[N:21]=[C:16]([N:5]3[C:6]4[C:11](=[CH:10][C:9]([C:13]([OH:15])=[O:14])=[CH:8][CH:7]=4)[CH:12]=[CH:4]3)[C:17]3[CH2:30][CH2:29][CH2:28][C:18]=3[N:19]=2)=[CH:26][CH:25]=1. (4) Given the reactants Br[C:2]1[C:7]([N+:8]([O-:10])=[O:9])=[CH:6][C:5]([Br:11])=[CH:4][N:3]=1.[CH2:12]([O:14][C:15]1[CH:20]=[CH:19][C:18]([CH2:21][NH2:22])=[CH:17][CH:16]=1)[CH3:13].C(N(CC)CC)C, predict the reaction product. The product is: [Br:11][C:5]1[CH:6]=[C:7]([N+:8]([O-:10])=[O:9])[C:2]([NH:22][CH2:21][C:18]2[CH:19]=[CH:20][C:15]([O:14][CH2:12][CH3:13])=[CH:16][CH:17]=2)=[N:3][CH:4]=1.